This data is from Full USPTO retrosynthesis dataset with 1.9M reactions from patents (1976-2016). The task is: Predict the reactants needed to synthesize the given product. (1) Given the product [F:1][C:2]1[C:11]([CH2:12][CH2:13][C:14]23[CH2:21][CH2:20][C:17]([NH2:22])([CH2:18][CH2:19]2)[CH2:16][O:15]3)=[C:10]2[C:5]([CH:6]=[CH:7][C:8]([O:30][CH3:31])=[N:9]2)=[CH:4][CH:3]=1, predict the reactants needed to synthesize it. The reactants are: [F:1][C:2]1[C:11]([CH2:12][CH2:13][C:14]23[CH2:21][CH2:20][C:17]([NH:22]C(=O)OC(C)(C)C)([CH2:18][CH2:19]2)[CH2:16][O:15]3)=[C:10]2[C:5]([CH:6]=[CH:7][C:8]([O:30][CH3:31])=[N:9]2)=[CH:4][CH:3]=1.FC(F)(F)C(O)=O.O. (2) The reactants are: [CH3:1][N:2]1[CH:7]=[C:6]([C:8]2[CH:13]=[C:12]([CH2:14][S:15]([CH3:18])(=[O:17])=[O:16])[CH:11]=[CH:10][C:9]=2[NH:19][C:20]2[CH:25]=[CH:24][CH:23]=[CH:22][N:21]=2)[C:5]2[CH:26]=[CH:27][N:28](S(C3C=CC(C)=CC=3)(=O)=O)[C:4]=2[C:3]1=[O:39].[OH-].[Li+].Cl. Given the product [CH3:1][N:2]1[CH:7]=[C:6]([C:8]2[CH:13]=[C:12]([CH2:14][S:15]([CH3:18])(=[O:16])=[O:17])[CH:11]=[CH:10][C:9]=2[NH:19][C:20]2[CH:25]=[CH:24][CH:23]=[CH:22][N:21]=2)[C:5]2[CH:26]=[CH:27][NH:28][C:4]=2[C:3]1=[O:39], predict the reactants needed to synthesize it. (3) Given the product [C:22]([O:21][C:19]([NH:7][C@H:6]([C:5]([O:4][CH2:2][CH3:3])=[O:10])[CH2:8][S:9][CH2:37][C:36]([O:35][CH2:33][CH3:34])=[O:39])=[O:20])([CH3:23])([CH3:24])[CH3:25], predict the reactants needed to synthesize it. The reactants are: Cl.[CH2:2]([O:4][C:5](=[O:10])[C@H:6]([CH2:8][SH:9])[NH2:7])[CH3:3].[C:22]([O:21][C:19](O[C:19]([O:21][C:22]([CH3:25])([CH3:24])[CH3:23])=[O:20])=[O:20])([CH3:25])([CH3:24])[CH3:23].C(N(CC)CC)C.[CH2:33]([O:35][C:36](=[O:39])[CH2:37]Br)[CH3:34]. (4) Given the product [F:8][C:6]1[CH:5]=[C:4]([N:9]2[CH2:13][CH2:12][CH2:11][CH:10]2[C:14]2[CH:15]=[C:16]([C:31]([N:34]3[CH2:39][CH2:38][CH:37]([OH:40])[CH2:36][CH2:35]3)=[O:32])[CH:17]=[C:18]3[C:23]=2[O:22][C:21]([N:24]2[CH2:25][CH2:26][O:27][CH2:28][CH2:29]2)=[CH:20][C:19]3=[O:30])[CH:3]=[C:2]([F:1])[CH:7]=1, predict the reactants needed to synthesize it. The reactants are: [F:1][C:2]1[CH:3]=[C:4]([N:9]2[CH2:13][CH2:12][CH2:11][CH:10]2[C:14]2[CH:15]=[C:16]([C:31](O)=[O:32])[CH:17]=[C:18]3[C:23]=2[O:22][C:21]([N:24]2[CH2:29][CH2:28][O:27][CH2:26][CH2:25]2)=[CH:20][C:19]3=[O:30])[CH:5]=[C:6]([F:8])[CH:7]=1.[NH:34]1[CH2:39][CH2:38][CH:37]([OH:40])[CH2:36][CH2:35]1. (5) Given the product [F:1][C:2]1[CH:3]=[CH:4][C:5]([C:8]2[O:12][C:11]([C:13]([F:16])([F:14])[F:15])=[N:10][C:9]=2[C:17]([OH:19])=[O:18])=[CH:6][CH:7]=1, predict the reactants needed to synthesize it. The reactants are: [F:1][C:2]1[CH:7]=[CH:6][C:5]([C:8]2[O:12][C:11]([C:13]([F:16])([F:15])[F:14])=[N:10][C:9]=2[C:17]([O:19]CC)=[O:18])=[CH:4][CH:3]=1.[Li+].[OH-].